From a dataset of Catalyst prediction with 721,799 reactions and 888 catalyst types from USPTO. Predict which catalyst facilitates the given reaction. (1) Reactant: [CH3:1][N:2]1[C:7](=[O:8])[CH2:6][C:5](=[O:9])[NH:4][C:3]1=[S:10].[CH3:11][O:12][C:13]1[CH:22]=[C:21]([O:23][CH3:24])[C:20]2[C:15](=[CH:16][CH:17]=[CH:18][CH:19]=2)[C:14]=1[CH:25]=O. Product: [CH3:11][O:12][C:13]1[CH:22]=[C:21]([O:23][CH3:24])[C:20]2[C:15](=[CH:16][CH:17]=[CH:18][CH:19]=2)[C:14]=1[CH:25]=[C:6]1[C:7](=[O:8])[N:2]([CH3:1])[C:3](=[S:10])[NH:4][C:5]1=[O:9]. The catalyst class is: 14. (2) Reactant: [BH4-].[Na+].[I-].[OH:4][CH2:5][CH2:6][CH2:7][CH2:8][CH2:9][CH2:10][CH2:11][CH2:12][N+:13]1[CH:18]=[CH:17][CH:16]=[C:15]([C:19]([O:21][CH3:22])=[O:20])[CH:14]=1. Product: [CH3:22][O:21][C:19]([C:15]1[CH2:14][N:13]([CH2:12][CH2:11][CH2:10][CH2:9][CH2:8][CH2:7][CH2:6][CH2:5][OH:4])[CH2:18][CH2:17][CH:16]=1)=[O:20]. The catalyst class is: 5. (3) Reactant: [Br:1][C:2]1[CH:3]=[CH:4][C:5]([C:8]2[CH2:12][C@@H:11]([CH2:13][NH2:14])[O:10][N:9]=2)=[N:6][CH:7]=1.C(=O)(O)[O-].[Na+].[C:20](O[C:20]([O:22][C:23]([CH3:26])([CH3:25])[CH3:24])=[O:21])([O:22][C:23]([CH3:26])([CH3:25])[CH3:24])=[O:21].O. Product: [Br:1][C:2]1[CH:3]=[CH:4][C:5]([C:8]2[CH2:12][CH:11]([CH2:13][NH:14][C:20](=[O:21])[O:22][C:23]([CH3:26])([CH3:25])[CH3:24])[O:10][N:9]=2)=[N:6][CH:7]=1. The catalyst class is: 4.